From a dataset of Forward reaction prediction with 1.9M reactions from USPTO patents (1976-2016). Predict the product of the given reaction. (1) Given the reactants [CH2:1]([O:4][CH2:5][C:6]([CH3:9])([OH:8])[CH3:7])[CH:2]=[CH2:3].C1C=C(Cl)C=C(C(OO)=[O:18])C=1.C([O-])(O)=O.[Na+].[O-]S([O-])(=S)=O.[Na+].[Na+], predict the reaction product. The product is: [CH3:7][C:6]([OH:8])([CH3:9])[CH2:5][O:4][CH2:1][CH:2]1[CH2:3][O:18]1. (2) Given the reactants [CH3:1][C:2](=O)[CH2:3][CH3:4].[Br:6][C:7]1[CH:8]=[CH:9][C:10]([NH:13]N)=[N:11][CH:12]=1, predict the reaction product. The product is: [Br:6][C:7]1[CH:8]=[C:9]2[C:3]([CH3:4])=[C:2]([CH3:1])[NH:13][C:10]2=[N:11][CH:12]=1. (3) Given the reactants [Br:1][C:2]1[C:3]2[CH2:4][C@@H:5]3[CH2:14][NH:13][CH2:12][CH2:11][N:6]3[C:7]=2[CH:8]=[CH:9][CH:10]=1.[C:15](=[O:18])([O-])[O-].[K+].[K+].[C:21](#N)C, predict the reaction product. The product is: [Br:1][C:2]1[C:3]2[CH2:4][C@@H:5]3[CH2:14][N:13]([CH2:21][CH2:15][OH:18])[CH2:12][CH2:11][N:6]3[C:7]=2[CH:8]=[CH:9][CH:10]=1.